Dataset: Full USPTO retrosynthesis dataset with 1.9M reactions from patents (1976-2016). Task: Predict the reactants needed to synthesize the given product. (1) Given the product [F:30][C:29]([F:31])([F:32])[C:20]1[CH:21]=[C:22]([C:25]([F:28])([F:26])[F:27])[CH:23]=[CH:24][C:19]=1[CH2:18][O:10][C:9]1[CH:8]=[CH:7][C:4]([CH:5]=[O:6])=[CH:3][C:2]=1[OH:1], predict the reactants needed to synthesize it. The reactants are: [OH:1][C:2]1[CH:3]=[C:4]([CH:7]=[CH:8][C:9]=1[OH:10])[CH:5]=[O:6].C(=O)([O-])[O-].[K+].[K+].Br[CH2:18][C:19]1[CH:24]=[CH:23][C:22]([C:25]([F:28])([F:27])[F:26])=[CH:21][C:20]=1[C:29]([F:32])([F:31])[F:30].[Cl-].[NH4+]. (2) Given the product [C:1]([O:4][C@@H:5]1[C@H:9]([O:10][C:11](=[O:13])[CH3:12])[C@@H:8]([C:14]#[CH:15])[O:7][C@H:6]1[N:16]1[CH:24]=[N:23][C:22]2[C:17]1=[N:18][CH:19]=[N:20][C:21]=2[NH:31][C:30]1[CH:32]=[CH:33][C:27]([Cl:26])=[CH:28][C:29]=1[F:34])(=[O:3])[CH3:2], predict the reactants needed to synthesize it. The reactants are: [C:1]([O:4][C@@H:5]1[C@H:9]([O:10][C:11](=[O:13])[CH3:12])[C@@H:8]([C:14]#[CH:15])[O:7][C@H:6]1[N:16]1[CH:24]=[N:23][C:22]2[C:17]1=[N:18][CH:19]=[N:20][C:21]=2Cl)(=[O:3])[CH3:2].[Cl:26][C:27]1[CH:33]=[CH:32][C:30]([NH2:31])=[C:29]([F:34])[CH:28]=1. (3) Given the product [ClH:19].[NH2:11][CH:7]1[CH2:8][CH2:9][CH2:10][CH:5]([CH:4]=[CH:3][C:1]#[N:2])[CH2:6]1, predict the reactants needed to synthesize it. The reactants are: [C:1]([CH:3]=[CH:4][CH:5]1[CH2:10][CH2:9][CH2:8][CH:7]([NH:11]C(=O)OC(C)(C)C)[CH2:6]1)#[N:2].[ClH:19].O1CCOCC1. (4) The reactants are: Cl.[CH3:2][C@@:3]([S:31]([CH3:34])(=[O:33])=[O:32])([CH2:14][CH2:15][N:16]1[CH:21]=[CH:20][C:19]([C:22]#[C:23][C:24]2[CH:29]=[CH:28][CH:27]=[CH:26][CH:25]=2)=[CH:18][C:17]1=[O:30])[C:4]([NH:6][O:7]C1CCCCO1)=[O:5]. Given the product [OH:7][NH:6][C:4](=[O:5])[C@:3]([CH3:2])([S:31]([CH3:34])(=[O:33])=[O:32])[CH2:14][CH2:15][N:16]1[CH:21]=[CH:20][C:19]([C:22]#[C:23][C:24]2[CH:25]=[CH:26][CH:27]=[CH:28][CH:29]=2)=[CH:18][C:17]1=[O:30], predict the reactants needed to synthesize it. (5) Given the product [Br:10][C:11]1[CH:12]=[N:1][C:2]2[N:6]([N:5]=[CH:4][C:3]=2[C:7]([OH:9])=[O:8])[CH:14]=1, predict the reactants needed to synthesize it. The reactants are: [NH2:1][C:2]1[NH:6][N:5]=[CH:4][C:3]=1[C:7]([OH:9])=[O:8].[Br:10][CH:11]([CH:14]=O)[CH:12]=O. (6) The reactants are: [CH2:1]([N:8]1[C:20]2[CH:19]=[CH:18][C:17]([C:21]([O:23]CC)=[O:22])=[CH:16][C:15]=2[C:14]2[C:9]1=[CH:10][C:11]([C:29]1[C:30]([CH3:35])=[N:31][O:32][C:33]=1[CH3:34])=[CH:12][C:13]=2[C:26](=[O:28])[NH2:27])[C:2]1[CH:7]=[CH:6][CH:5]=[CH:4][CH:3]=1.[OH-].[Na+]. Given the product [CH2:1]([N:8]1[C:20]2[CH:19]=[CH:18][C:17]([C:21]([OH:23])=[O:22])=[CH:16][C:15]=2[C:14]2[C:9]1=[CH:10][C:11]([C:29]1[C:30]([CH3:35])=[N:31][O:32][C:33]=1[CH3:34])=[CH:12][C:13]=2[C:26](=[O:28])[NH2:27])[C:2]1[CH:3]=[CH:4][CH:5]=[CH:6][CH:7]=1, predict the reactants needed to synthesize it. (7) Given the product [OH:19][CH:18]=[C:11]([C:3]1[N:2]([CH3:1])[CH:6]=[CH:5][C:4]=1[C:7]([O:9][CH3:10])=[O:8])[C:12]([O:14][CH3:15])=[O:13], predict the reactants needed to synthesize it. The reactants are: [CH3:1][N:2]1[CH:6]=[CH:5][C:4]([C:7]([O:9][CH3:10])=[O:8])=[C:3]1[CH2:11][C:12]([O:14][CH3:15])=[O:13].[H-].[Na+].[CH:18](OC)=[O:19].C(=O)=O. (8) Given the product [OH:21][CH2:20][C:7]1([C:4]2[CH:3]=[CH:2][N:1]=[CH:6][CH:5]=2)[CH2:8][CH2:9][N:10]([C:13]([O:15][C:16]([CH3:18])([CH3:19])[CH3:17])=[O:14])[CH2:11][CH2:12]1, predict the reactants needed to synthesize it. The reactants are: [N:1]1[CH:6]=[CH:5][C:4]([C:7]2([C:20](OCC)=[O:21])[CH2:12][CH2:11][N:10]([C:13]([O:15][C:16]([CH3:19])([CH3:18])[CH3:17])=[O:14])[CH2:9][CH2:8]2)=[CH:3][CH:2]=1.C(#N)C.C(=O)=O.[H-].[Al+3].[Li+].[H-].[H-].[H-].[OH-].[Na+].S([O-])([O-])(=O)=O.[Na+].[Na+]. (9) The reactants are: [CH3:1][O:2][C:3](=[O:20])[CH:4]([O:17][CH2:18][CH3:19])[CH2:5][C:6]1[C:15]2[CH2:14][CH2:13][CH2:12][CH2:11][C:10]=2[C:9]([OH:16])=[CH:8][CH:7]=1.[CH3:21][C:22]1[S:26][C:25]([C:27]2[CH:32]=[CH:31][CH:30]=[CH:29][CH:28]=2)=[N:24][C:23]=1[CH2:33][CH2:34]O.C1(P(C2C=CC=CC=2)C2C=CC=CC=2)C=CC=CC=1.N(C(OC(C)C)=O)=NC(OC(C)C)=O. Given the product [CH3:1][O:2][C:3](=[O:20])[CH:4]([O:17][CH2:18][CH3:19])[CH2:5][C:6]1[C:15]2[CH2:14][CH2:13][CH2:12][CH2:11][C:10]=2[C:9]([O:16][CH2:34][CH2:33][C:23]2[N:24]=[C:25]([C:27]3[CH:32]=[CH:31][CH:30]=[CH:29][CH:28]=3)[S:26][C:22]=2[CH3:21])=[CH:8][CH:7]=1, predict the reactants needed to synthesize it.